Dataset: NCI-60 drug combinations with 297,098 pairs across 59 cell lines. Task: Regression. Given two drug SMILES strings and cell line genomic features, predict the synergy score measuring deviation from expected non-interaction effect. (1) Drug 1: C1C(C(OC1N2C=C(C(=O)NC2=O)F)CO)O. Drug 2: C(CC(=O)O)C(=O)CN.Cl. Cell line: UACC-257. Synergy scores: CSS=13.0, Synergy_ZIP=-4.87, Synergy_Bliss=-2.30, Synergy_Loewe=-0.749, Synergy_HSA=0.0554. (2) Drug 1: C1=NC(=NC(=O)N1C2C(C(C(O2)CO)O)O)N. Drug 2: C1C(C(OC1N2C=NC3=C2NC=NCC3O)CO)O. Cell line: NCIH23. Synergy scores: CSS=-0.701, Synergy_ZIP=0.559, Synergy_Bliss=4.16, Synergy_Loewe=-2.58, Synergy_HSA=-2.23. (3) Drug 1: C1=CC=C(C(=C1)C(C2=CC=C(C=C2)Cl)C(Cl)Cl)Cl. Cell line: NCIH23. Synergy scores: CSS=-2.76, Synergy_ZIP=1.73, Synergy_Bliss=-1.54, Synergy_Loewe=-4.90, Synergy_HSA=-5.90. Drug 2: C#CCC(CC1=CN=C2C(=N1)C(=NC(=N2)N)N)C3=CC=C(C=C3)C(=O)NC(CCC(=O)O)C(=O)O. (4) Synergy scores: CSS=38.2, Synergy_ZIP=3.47, Synergy_Bliss=3.98, Synergy_Loewe=-69.1, Synergy_HSA=2.94. Cell line: CAKI-1. Drug 2: CN1C(=O)N2C=NC(=C2N=N1)C(=O)N. Drug 1: CC1C(C(CC(O1)OC2CC(CC3=C2C(=C4C(=C3O)C(=O)C5=C(C4=O)C(=CC=C5)OC)O)(C(=O)C)O)N)O.Cl. (5) Drug 1: CN1C(=O)N2C=NC(=C2N=N1)C(=O)N. Drug 2: CN(C(=O)NC(C=O)C(C(C(CO)O)O)O)N=O. Cell line: SK-OV-3. Synergy scores: CSS=1.86, Synergy_ZIP=2.39, Synergy_Bliss=6.85, Synergy_Loewe=2.51, Synergy_HSA=2.67. (6) Drug 1: CN1C(=O)N2C=NC(=C2N=N1)C(=O)N. Drug 2: CN1C2=C(C=C(C=C2)N(CCCl)CCCl)N=C1CCCC(=O)O.Cl. Cell line: MOLT-4. Synergy scores: CSS=1.82, Synergy_ZIP=0.513, Synergy_Bliss=2.42, Synergy_Loewe=-3.09, Synergy_HSA=-2.06. (7) Drug 1: COC1=C(C=C2C(=C1)N=CN=C2NC3=CC(=C(C=C3)F)Cl)OCCCN4CCOCC4. Drug 2: C1=CC=C(C=C1)NC(=O)CCCCCCC(=O)NO. Cell line: T-47D. Synergy scores: CSS=17.0, Synergy_ZIP=-6.88, Synergy_Bliss=-4.52, Synergy_Loewe=-1.03, Synergy_HSA=-0.802.